Dataset: NCI-60 drug combinations with 297,098 pairs across 59 cell lines. Task: Regression. Given two drug SMILES strings and cell line genomic features, predict the synergy score measuring deviation from expected non-interaction effect. (1) Cell line: HT29. Drug 1: COC1=C(C=C2C(=C1)N=CN=C2NC3=CC(=C(C=C3)F)Cl)OCCCN4CCOCC4. Drug 2: CC12CCC3C(C1CCC2OP(=O)(O)O)CCC4=C3C=CC(=C4)OC(=O)N(CCCl)CCCl.[Na+]. Synergy scores: CSS=10.1, Synergy_ZIP=-8.44, Synergy_Bliss=-13.9, Synergy_Loewe=-28.7, Synergy_HSA=-13.0. (2) Drug 1: C1CNP(=O)(OC1)N(CCCl)CCCl. Drug 2: CCC1(C2=C(COC1=O)C(=O)N3CC4=CC5=C(C=CC(=C5CN(C)C)O)N=C4C3=C2)O.Cl. Cell line: A498. Synergy scores: CSS=-4.66, Synergy_ZIP=-1.33, Synergy_Bliss=-7.25, Synergy_Loewe=-13.9, Synergy_HSA=-13.6. (3) Drug 1: CC1=C(C=C(C=C1)NC2=NC=CC(=N2)N(C)C3=CC4=NN(C(=C4C=C3)C)C)S(=O)(=O)N.Cl. Drug 2: CN1CCC(CC1)COC2=C(C=C3C(=C2)N=CN=C3NC4=C(C=C(C=C4)Br)F)OC. Cell line: A549. Synergy scores: CSS=7.67, Synergy_ZIP=-3.61, Synergy_Bliss=0.774, Synergy_Loewe=-11.3, Synergy_HSA=0.693. (4) Drug 1: CN1CCC(CC1)COC2=C(C=C3C(=C2)N=CN=C3NC4=C(C=C(C=C4)Br)F)OC. Drug 2: C1C(C(OC1N2C=C(C(=O)NC2=O)F)CO)O. Cell line: RXF 393. Synergy scores: CSS=18.6, Synergy_ZIP=-5.07, Synergy_Bliss=-1.24, Synergy_Loewe=-11.1, Synergy_HSA=0.597. (5) Drug 1: CN1CCC(CC1)COC2=C(C=C3C(=C2)N=CN=C3NC4=C(C=C(C=C4)Br)F)OC. Cell line: CAKI-1. Synergy scores: CSS=49.0, Synergy_ZIP=-12.0, Synergy_Bliss=-2.63, Synergy_Loewe=-1.39, Synergy_HSA=3.23. Drug 2: C1=NC(=NC(=O)N1C2C(C(C(O2)CO)O)O)N. (6) Drug 1: CC1=C(C=C(C=C1)NC2=NC=CC(=N2)N(C)C3=CC4=NN(C(=C4C=C3)C)C)S(=O)(=O)N.Cl. Drug 2: C1=NC2=C(N1)C(=S)N=CN2. Cell line: T-47D. Synergy scores: CSS=1.92, Synergy_ZIP=-2.11, Synergy_Bliss=-2.07, Synergy_Loewe=-3.83, Synergy_HSA=-2.18. (7) Drug 1: CN1C(=O)N2C=NC(=C2N=N1)C(=O)N. Drug 2: CC1CCC2CC(C(=CC=CC=CC(CC(C(=O)C(C(C(=CC(C(=O)CC(OC(=O)C3CCCCN3C(=O)C(=O)C1(O2)O)C(C)CC4CCC(C(C4)OC)O)C)C)O)OC)C)C)C)OC. Cell line: MALME-3M. Synergy scores: CSS=-10.5, Synergy_ZIP=3.66, Synergy_Bliss=-1.22, Synergy_Loewe=-13.0, Synergy_HSA=-9.42. (8) Drug 1: C1=NC2=C(N=C(N=C2N1C3C(C(C(O3)CO)O)F)Cl)N. Drug 2: CCN(CC)CCCC(C)NC1=C2C=C(C=CC2=NC3=C1C=CC(=C3)Cl)OC. Cell line: HOP-62. Synergy scores: CSS=27.0, Synergy_ZIP=-4.85, Synergy_Bliss=-3.49, Synergy_Loewe=-31.1, Synergy_HSA=-2.94. (9) Drug 1: CN1CCC(CC1)COC2=C(C=C3C(=C2)N=CN=C3NC4=C(C=C(C=C4)Br)F)OC. Drug 2: CCN(CC)CCNC(=O)C1=C(NC(=C1C)C=C2C3=C(C=CC(=C3)F)NC2=O)C. Cell line: 786-0. Synergy scores: CSS=1.19, Synergy_ZIP=-0.727, Synergy_Bliss=1.85, Synergy_Loewe=-4.47, Synergy_HSA=-1.36. (10) Drug 1: C1CCC(C1)C(CC#N)N2C=C(C=N2)C3=C4C=CNC4=NC=N3. Drug 2: CC(C)CN1C=NC2=C1C3=CC=CC=C3N=C2N. Cell line: EKVX. Synergy scores: CSS=-0.545, Synergy_ZIP=-1.27, Synergy_Bliss=-4.59, Synergy_Loewe=-5.03, Synergy_HSA=-5.33.